From a dataset of NCI-60 drug combinations with 297,098 pairs across 59 cell lines. Regression. Given two drug SMILES strings and cell line genomic features, predict the synergy score measuring deviation from expected non-interaction effect. (1) Drug 1: C1=CN(C(=O)N=C1N)C2C(C(C(O2)CO)O)O.Cl. Drug 2: CC1CCC2CC(C(=CC=CC=CC(CC(C(=O)C(C(C(=CC(C(=O)CC(OC(=O)C3CCCCN3C(=O)C(=O)C1(O2)O)C(C)CC4CCC(C(C4)OC)O)C)C)O)OC)C)C)C)OC. Cell line: MDA-MB-435. Synergy scores: CSS=13.8, Synergy_ZIP=-3.81, Synergy_Bliss=3.11, Synergy_Loewe=-5.00, Synergy_HSA=3.06. (2) Drug 1: CC1OCC2C(O1)C(C(C(O2)OC3C4COC(=O)C4C(C5=CC6=C(C=C35)OCO6)C7=CC(=C(C(=C7)OC)O)OC)O)O. Drug 2: CCC1(C2=C(COC1=O)C(=O)N3CC4=CC5=C(C=CC(=C5CN(C)C)O)N=C4C3=C2)O.Cl. Cell line: U251. Synergy scores: CSS=67.0, Synergy_ZIP=1.67, Synergy_Bliss=1.92, Synergy_Loewe=1.81, Synergy_HSA=5.83.